Dataset: Full USPTO retrosynthesis dataset with 1.9M reactions from patents (1976-2016). Task: Predict the reactants needed to synthesize the given product. (1) Given the product [I:27][CH2:4][C@H:3]1[CH2:2][CH2:1][N:5]([C@@H:11]([C:13]2[CH:14]=[CH:15][CH:16]=[CH:17][CH:18]=2)[CH3:12])[C@H:6]1[C:7]([O:9][CH3:10])=[O:8], predict the reactants needed to synthesize it. The reactants are: [CH2:1]([N:5]([C@@H:11]([C:13]1[CH:18]=[CH:17][CH:16]=[CH:15][CH:14]=1)[CH3:12])[CH2:6][C:7]([O:9][CH3:10])=[O:8])[CH2:2][CH:3]=[CH2:4].C([N-]C(C)C)(C)C.[Li+].[I:27]I. (2) Given the product [CH2:1]([S:8][C:9]1[C:10]([Cl:16])=[CH:11][C:12]([NH:15][C:24](=[O:26])[CH3:25])=[N:13][CH:14]=1)[C:2]1[CH:3]=[CH:4][CH:5]=[CH:6][CH:7]=1, predict the reactants needed to synthesize it. The reactants are: [CH2:1]([S:8][C:9]1[C:10]([Cl:16])=[CH:11][C:12]([NH2:15])=[N:13][CH:14]=1)[C:2]1[CH:7]=[CH:6][CH:5]=[CH:4][CH:3]=1.C(N(CC)CC)C.[C:24](OC(=O)C)(=[O:26])[CH3:25].